Task: Predict the reactants needed to synthesize the given product.. Dataset: Full USPTO retrosynthesis dataset with 1.9M reactions from patents (1976-2016) Given the product [Cl:1][C:2]1[CH:24]=[CH:23][C:5]([CH2:6][NH:7][C:8]([C:10]2[C:11](=[O:22])[C:12]3[CH:19]=[C:18]([CH2:20][N:34]4[CH2:35][CH2:36][CH2:37][C@@H:33]4[C@@H:31]([OH:32])[C:26]4[CH:27]=[CH:28][CH:29]=[CH:30][N:25]=4)[S:17][C:13]=3[N:14]([CH3:16])[CH:15]=2)=[O:9])=[CH:4][CH:3]=1, predict the reactants needed to synthesize it. The reactants are: [Cl:1][C:2]1[CH:24]=[CH:23][C:5]([CH2:6][NH:7][C:8]([C:10]2[C:11](=[O:22])[C:12]3[CH:19]=[C:18]([CH2:20]Cl)[S:17][C:13]=3[N:14]([CH3:16])[CH:15]=2)=[O:9])=[CH:4][CH:3]=1.[N:25]1[CH:30]=[CH:29][CH:28]=[CH:27][C:26]=1[CH:31]([CH:33]1[CH2:37][CH2:36][CH2:35][NH:34]1)[OH:32].